From a dataset of Full USPTO retrosynthesis dataset with 1.9M reactions from patents (1976-2016). Predict the reactants needed to synthesize the given product. (1) The reactants are: [Cl:1][C:2]1[C:3]([C:11]#[N:12])=[N:4][CH:5]=[C:6]([N+:8]([O-])=O)[CH:7]=1. Given the product [NH2:8][C:6]1[CH:7]=[C:2]([Cl:1])[C:3]([C:11]#[N:12])=[N:4][CH:5]=1, predict the reactants needed to synthesize it. (2) Given the product [CH2:22]([C:16]1[N:1]([C:4]2[CH:5]=[CH:6][C:7]([C:8]([NH:10][CH2:11][CH3:12])=[O:9])=[CH:13][CH:14]=2)[N:2]=[N:3][C:17]=1[C:18]([OH:20])=[O:19])[CH2:23][CH2:24][CH3:25], predict the reactants needed to synthesize it. The reactants are: [N:1]([C:4]1[CH:14]=[CH:13][C:7]([C:8]([NH:10][CH2:11][CH3:12])=[O:9])=[CH:6][CH:5]=1)=[N+:2]=[N-:3].O=[C:16]([CH2:22][CH2:23][CH2:24][CH3:25])[CH2:17][C:18]([O:20]C)=[O:19].C[O-].[Na+].[OH-].[Na+].